Predict the reaction yield, written as a fraction of the theoretical maximum amount of product (1.0 means a 100% yield; for example, 0.34 means a 34% yield). From a dataset of Reaction yield outcomes from USPTO patents with 853,638 reactions. (1) The product is [NH2:17][C:4]1[CH:3]=[C:2]([Cl:1])[CH:7]=[CH:6][C:5]=1[NH:8][C:9]1[CH:10]=[CH:11][C:12]([C:15]#[N:16])=[N:13][CH:14]=1. The catalyst is CO.[Ni]. The reactants are [Cl:1][C:2]1[CH:7]=[CH:6][C:5]([NH:8][C:9]2[CH:10]=[CH:11][C:12]([C:15]#[N:16])=[N:13][CH:14]=2)=[C:4]([N+:17]([O-])=O)[CH:3]=1. The yield is 0.356. (2) The reactants are [CH:1]([C:3]1[CH:8]=[CH:7][C:6]([C:9]2[CH:14]=[CH:13][CH:12]=[C:11]([CH2:15][N:16]([CH2:25][CH2:26][CH3:27])[C:17](=[O:24])[C:18]3[CH:23]=[CH:22][CH:21]=[CH:20][CH:19]=3)[CH:10]=2)=[CH:5][CH:4]=1)=O.[S:28]1[CH2:32][C:31](=[O:33])[NH:30][C:29]1=[O:34]. No catalyst specified. The product is [O:34]=[C:29]1[NH:30][C:31](=[O:33])[C:32](=[CH:1][C:3]2[CH:4]=[CH:5][C:6]([C:9]3[CH:14]=[CH:13][CH:12]=[C:11]([CH2:15][N:16]([CH2:25][CH2:26][CH3:27])[C:17](=[O:24])[C:18]4[CH:19]=[CH:20][CH:21]=[CH:22][CH:23]=4)[CH:10]=3)=[CH:7][CH:8]=2)[S:28]1. The yield is 0.720.